This data is from Peptide-MHC class II binding affinity with 134,281 pairs from IEDB. The task is: Regression. Given a peptide amino acid sequence and an MHC pseudo amino acid sequence, predict their binding affinity value. This is MHC class II binding data. (1) The peptide sequence is KVEFTGDLVVKALGA. The MHC is DRB1_0701 with pseudo-sequence DRB1_0701. The binding affinity (normalized) is 0.649. (2) The peptide sequence is EQQWNFAGIEAAASA. The MHC is DRB3_0101 with pseudo-sequence DRB3_0101. The binding affinity (normalized) is 0.205. (3) The peptide sequence is EKKYFAATQFEELAA. The MHC is HLA-DPA10301-DPB10402 with pseudo-sequence HLA-DPA10301-DPB10402. The binding affinity (normalized) is 0.991. (4) The peptide sequence is SSKVTITDTTIGTGD. The MHC is HLA-DPA10301-DPB10402 with pseudo-sequence HLA-DPA10301-DPB10402. The binding affinity (normalized) is 0.0617. (5) The peptide sequence is GSCWAFSGVAATESA. The MHC is DRB1_1001 with pseudo-sequence DRB1_1001. The binding affinity (normalized) is 0.683. (6) The peptide sequence is LLNAKFFHMNIYECK. The MHC is HLA-DQA10101-DQB10501 with pseudo-sequence HLA-DQA10101-DQB10501. The binding affinity (normalized) is 0.502.